From a dataset of Catalyst prediction with 721,799 reactions and 888 catalyst types from USPTO. Predict which catalyst facilitates the given reaction. Product: [CH3:13][C:14]1[N:47]=[C:17]2[N:18]([CH:41]3[CH2:42][CH2:43][O:44][CH2:45][CH2:46]3)[C:19](=[O:40])[C:20]([CH2:25][C:26]3[CH:27]=[CH:28][C:29]([C:32]4[CH:37]=[CH:36][CH:35]=[CH:34][C:33]=4[C:38]4[NH:3][C:4](=[O:7])[O:5][N:39]=4)=[CH:30][CH:31]=3)=[C:21]([CH2:22][CH2:23][CH3:24])[N:16]2[N:15]=1. The catalyst class is: 13. Reactant: [Cl-].O[NH3+:3].[C:4](=[O:7])([O-])[OH:5].[Na+].CS(C)=O.[CH3:13][C:14]1[N:47]=[C:17]2[N:18]([CH:41]3[CH2:46][CH2:45][O:44][CH2:43][CH2:42]3)[C:19](=[O:40])[C:20]([CH2:25][C:26]3[CH:31]=[CH:30][C:29]([C:32]4[C:33]([C:38]#[N:39])=[CH:34][CH:35]=[CH:36][CH:37]=4)=[CH:28][CH:27]=3)=[C:21]([CH2:22][CH2:23][CH3:24])[N:16]2[N:15]=1.